This data is from Catalyst prediction with 721,799 reactions and 888 catalyst types from USPTO. The task is: Predict which catalyst facilitates the given reaction. (1) Reactant: O=C1C2C(=CC=CC=2)C(=O)[N:3]1[CH2:12][CH:13]([NH:25][C:26]([N:28]1[CH2:33][C:32](=[O:34])[NH:31][C:30]2[CH:35]=[CH:36][CH:37]=[N:38][C:29]1=2)=[O:27])[C:14]1[CH:19]=[CH:18][C:17]([O:20][C:21]([F:24])([F:23])[F:22])=[CH:16][CH:15]=1.O.NN. Product: [NH2:3][CH2:12][CH:13]([NH:25][C:26]([N:28]1[CH2:33][C:32](=[O:34])[NH:31][C:30]2[CH:35]=[CH:36][CH:37]=[N:38][C:29]1=2)=[O:27])[C:14]1[CH:19]=[CH:18][C:17]([O:20][C:21]([F:24])([F:22])[F:23])=[CH:16][CH:15]=1. The catalyst class is: 8. (2) Reactant: [F:1][C:2]([F:19])([F:18])[C:3]1[CH:8]=[CH:7][C:6]([C:9]2[C:10]([C:15]([OH:17])=O)=[CH:11][CH:12]=[CH:13][CH:14]=2)=[CH:5][CH:4]=1.[CH2:20]([O:22][C:23]([C:25]1[N:26]([CH2:37][CH3:38])[C:27]2[C:32]([CH:33]=1)=[CH:31][C:30]([N+:34]([O-])=O)=[CH:29][CH:28]=2)=[O:24])[CH3:21].CCN(C(C)C)C(C)C.C1CN([P+](Br)(N2CCCC2)N2CCCC2)CC1.F[P-](F)(F)(F)(F)F. Product: [CH2:20]([O:22][C:23]([C:25]1[N:26]([CH2:37][CH3:38])[C:27]2[C:32]([CH:33]=1)=[CH:31][C:30]([NH:34][C:15]([C:10]1[C:9]([C:6]3[CH:5]=[CH:4][C:3]([C:2]([F:1])([F:19])[F:18])=[CH:8][CH:7]=3)=[CH:14][CH:13]=[CH:12][CH:11]=1)=[O:17])=[CH:29][CH:28]=2)=[O:24])[CH3:21]. The catalyst class is: 2. (3) Reactant: [CH2:1]([N:8]1[C:13](=[O:14])[C:12]([CH3:15])=[C:11]([CH3:16])[N:10]=[C:9]1[C@H:17]([NH:21][C:22](=[O:30])[C:23]1[CH:28]=[CH:27][C:26]([CH3:29])=[CH:25][CH:24]=1)[CH:18]([CH3:20])[CH3:19])[C:2]1[CH:7]=[CH:6][CH:5]=[CH:4][CH:3]=1.[H-].[Na+].Cl[CH2:34][CH2:35][N:36]1[CH2:40][CH2:39][CH2:38][CH2:37]1. Product: [CH2:1]([N:8]1[C:13](=[O:14])[C:12]([CH3:15])=[C:11]([CH3:16])[N:10]=[C:9]1[C@H:17]([N:21]([CH2:34][CH2:35][N:36]1[CH2:40][CH2:39][CH2:38][CH2:37]1)[C:22](=[O:30])[C:23]1[CH:28]=[CH:27][C:26]([CH3:29])=[CH:25][CH:24]=1)[CH:18]([CH3:20])[CH3:19])[C:2]1[CH:3]=[CH:4][CH:5]=[CH:6][CH:7]=1. The catalyst class is: 3. (4) Reactant: Br[C:2]1[CH:3]=[C:4]([O:8][CH3:9])[CH:5]=[CH:6][CH:7]=1.[Mg].II.Br[C:14]1[CH:19]=[CH:18][CH:17]=[CH:16]C=1OC.C1(=O)CCCC1.S(=O)(=O)(O)O. Product: [C:16]1([C:2]2[CH:7]=[CH:6][CH:5]=[C:4]([O:8][CH3:9])[CH:3]=2)[CH2:17][CH2:18][CH2:19][CH:14]=1. The catalyst class is: 27. (5) Reactant: [Cl:1][C:2]1[CH:3]=[C:4]([CH:6]=[C:7]([Cl:9])[CH:8]=1)[NH2:5].[CH2:10]([C:12](=O)[C:13]([O-:15])=[O:14])[CH3:11].[F:17][C:18]1[CH:25]=[CH:24][CH:23]=[CH:22][C:19]=1C=C.F[C:27](F)(F)[C:28](O)=O. Product: [CH2:27]([O:15][C:13]([CH:12]1[CH2:10][CH:11]([C:19]2[CH:22]=[CH:23][CH:24]=[CH:25][C:18]=2[F:17])[C:3]2[C:4](=[CH:6][C:7]([Cl:9])=[CH:8][C:2]=2[Cl:1])[NH:5]1)=[O:14])[CH3:28]. The catalyst class is: 10. (6) Reactant: Cl[C:2]1[N:7]=[C:6]([N:8]2[CH2:13][CH2:12][NH:11][CH2:10][CH2:9]2)[C:5]([Cl:14])=[CH:4][N:3]=1.C(O)(C(F)(F)F)=O.[C:22]([O:26][C:27](=[O:36])[NH:28][C:29]1[CH:34]=[CH:33][CH:32]=[CH:31][C:30]=1[NH2:35])([CH3:25])([CH3:24])[CH3:23]. Product: [C:22]([O:26][C:27](=[O:36])[NH:28][C:29]1[CH:34]=[CH:33][CH:32]=[CH:31][C:30]=1[NH:35][C:2]1[N:7]=[C:6]([N:8]2[CH2:13][CH2:12][NH:11][CH2:10][CH2:9]2)[C:5]([Cl:14])=[CH:4][N:3]=1)([CH3:25])([CH3:23])[CH3:24]. The catalyst class is: 225. (7) Reactant: [CH2:1]([O:8][C:9]1[CH:14]=[CH:13][C:12]([C:15]2[CH:20]=[C:19]([CH:21]([CH3:23])[CH3:22])[CH:18]=[CH:17][C:16]=2[O:24][CH3:25])=[C:11]([CH2:26]O)[CH:10]=1)[C:2]1[CH:7]=[CH:6][CH:5]=[CH:4][CH:3]=1.S(Cl)([Cl:30])=O. Product: [CH2:1]([O:8][C:9]1[CH:14]=[CH:13][C:12]([C:15]2[CH:20]=[C:19]([CH:21]([CH3:23])[CH3:22])[CH:18]=[CH:17][C:16]=2[O:24][CH3:25])=[C:11]([CH2:26][Cl:30])[CH:10]=1)[C:2]1[CH:7]=[CH:6][CH:5]=[CH:4][CH:3]=1. The catalyst class is: 2. (8) Reactant: C([O-])([O-])=O.[K+].[K+].[CH2:7]([O:9][C:10]([C:12]1[S:13][C:14]([CH2:32][CH3:33])=[C:15]([C:30]#[N:31])[C:16]=1[C:17]1[CH:22]=[CH:21][C:20]([C:23]2[CH:28]=[CH:27][CH:26]=[CH:25][C:24]=2[OH:29])=[CH:19][CH:18]=1)=[O:11])[CH3:8].[CH2:34](I)[CH2:35][CH3:36].Cl. Product: [CH2:7]([O:9][C:10]([C:12]1[S:13][C:14]([CH2:32][CH3:33])=[C:15]([C:30]#[N:31])[C:16]=1[C:17]1[CH:18]=[CH:19][C:20]([C:23]2[CH:28]=[CH:27][CH:26]=[CH:25][C:24]=2[O:29][CH2:34][CH2:35][CH3:36])=[CH:21][CH:22]=1)=[O:11])[CH3:8]. The catalyst class is: 3. (9) Reactant: [N:1]1([C:6]2[CH:12]=[CH:11][C:9]([NH2:10])=[CH:8][CH:7]=2)[CH:5]=[N:4][CH:3]=[N:2]1.P(=O)(O)(O)O.[N+]([O-])(O)=O.[N:22]([O-])=O.[Na+].[CH3:26][C:27](=[O:32])[CH2:28][C:29](=[O:31])[CH3:30].C([O-])(=O)C.[K+].C([O-])([O-])=O.[Na+].[Na+]. Product: [N:1]1([C:6]2[CH:12]=[CH:11][C:9]([NH:10][N:22]=[C:28]([C:27](=[O:32])[CH3:26])[C:29](=[O:31])[CH3:30])=[CH:8][CH:7]=2)[CH:5]=[N:4][CH:3]=[N:2]1. The catalyst class is: 8. (10) Reactant: [C:1]([C:4]1[C:9]([O:10][CH:11]2[CH2:16][CH2:15][N:14]([C:17]([O:19][C:20]([CH3:23])([CH3:22])[CH3:21])=[O:18])[CH2:13][CH2:12]2)=[CH:8][C:7](=[O:24])[N:6]([C:25]2[CH:30]=[CH:29][C:28]([Cl:31])=[C:27]([Cl:32])[CH:26]=2)[N:5]=1)(=O)[NH2:2].C(OC(C(F)(F)F)=O)(C(F)(F)F)=O. Product: [C:1]([C:4]1[C:9]([O:10][CH:11]2[CH2:16][CH2:15][N:14]([C:17]([O:19][C:20]([CH3:23])([CH3:22])[CH3:21])=[O:18])[CH2:13][CH2:12]2)=[CH:8][C:7](=[O:24])[N:6]([C:25]2[CH:30]=[CH:29][C:28]([Cl:31])=[C:27]([Cl:32])[CH:26]=2)[N:5]=1)#[N:2]. The catalyst class is: 1.